Dataset: Peptide-MHC class I binding affinity with 185,985 pairs from IEDB/IMGT. Task: Regression. Given a peptide amino acid sequence and an MHC pseudo amino acid sequence, predict their binding affinity value. This is MHC class I binding data. The peptide sequence is HLYSHPIIL. The MHC is HLA-A68:02 with pseudo-sequence HLA-A68:02. The binding affinity (normalized) is 0.0731.